From a dataset of Peptide-MHC class II binding affinity with 134,281 pairs from IEDB. Regression. Given a peptide amino acid sequence and an MHC pseudo amino acid sequence, predict their binding affinity value. This is MHC class II binding data. The peptide sequence is SRSFLKHSLLRTQRL. The MHC is HLA-DQA10102-DQB10602 with pseudo-sequence HLA-DQA10102-DQB10602. The binding affinity (normalized) is 0.735.